Dataset: Forward reaction prediction with 1.9M reactions from USPTO patents (1976-2016). Task: Predict the product of the given reaction. (1) Given the reactants [NH2:1][C:2]1[CH:11]=[CH:10][C:9]([F:12])=[CH:8][C:3]=1[C:4]([NH:6][CH3:7])=[O:5].[Cl:13][C:14]1[CH:19]=[C:18](I)[C:17]([Cl:21])=[CH:16][N:15]=1.[O-]P([O-])([O-])=O.[K+].[K+].[K+].C1C=CC(P(C2C(OC3C(P(C4C=CC=CC=4)C4C=CC=CC=4)=CC=CC=3)=CC=CC=2)C2C=CC=CC=2)=CC=1, predict the reaction product. The product is: [Cl:13][C:14]1[CH:19]=[C:18]([NH:1][C:2]2[CH:11]=[CH:10][C:9]([F:12])=[CH:8][C:3]=2[C:4]([NH:6][CH3:7])=[O:5])[C:17]([Cl:21])=[CH:16][N:15]=1. (2) Given the reactants [C:1]([NH:4][CH2:5][CH2:6][C:7]1[N:16]=[C:15]([C:17]([OH:19])=O)[C:14]2[C:9](=[CH:10][CH:11]=[CH:12][CH:13]=2)[N:8]=1)(=[O:3])[CH3:2].Cl.[CH3:21][O:22][C:23]1[C:32]([O:33][CH3:34])=[CH:31][CH:30]=[C:29]2[C:24]=1[CH2:25][CH2:26][NH:27][CH2:28]2, predict the reaction product. The product is: [C:1]([NH:4][CH2:5][CH2:6][C:7]1[N:16]=[C:15]([C:17]([N:27]2[CH2:26][CH2:25][C:24]3[C:29](=[CH:30][CH:31]=[C:32]([O:33][CH3:34])[C:23]=3[O:22][CH3:21])[CH2:28]2)=[O:19])[C:14]2[C:9](=[CH:10][CH:11]=[CH:12][CH:13]=2)[N:8]=1)(=[O:3])[CH3:2]. (3) Given the reactants [Br:1]N1C(=O)CCC1=O.[CH3:9][C:10]1[C:15]([N+:16]([O-:18])=[O:17])=[C:14]([Cl:19])[CH:13]=[CH:12][CH:11]=1.C(OOC(=O)C1C=CC=CC=1)(=O)C1C=CC=CC=1, predict the reaction product. The product is: [Br:1][CH2:9][C:10]1[CH:11]=[CH:12][CH:13]=[C:14]([Cl:19])[C:15]=1[N+:16]([O-:18])=[O:17]. (4) Given the reactants [C:1]1([CH:7]([NH:23][C:24]2[CH:29]=[CH:28][C:27]([C:30](=[O:35])[NH:31][CH2:32][CH2:33][CH3:34])=[CH:26][CH:25]=2)[CH2:8][N:9]2[CH2:13][CH2:12][CH:11]([O:14][C:15](=[O:22])[C:16]3[CH:21]=[CH:20][CH:19]=[CH:18][CH:17]=3)[CH2:10]2)[CH:6]=[CH:5][CH:4]=[CH:3][CH:2]=1.[CH2:36]=O.[B][B][B][B][B][B][B][B][B][B], predict the reaction product. The product is: [CH3:36][N:23]([C:24]1[CH:25]=[CH:26][C:27]([C:30](=[O:35])[NH:31][CH2:32][CH2:33][CH3:34])=[CH:28][CH:29]=1)[CH:7]([C:1]1[CH:6]=[CH:5][CH:4]=[CH:3][CH:2]=1)[CH2:8][N:9]1[CH2:13][CH2:12][CH:11]([O:14][C:15](=[O:22])[C:16]2[CH:21]=[CH:20][CH:19]=[CH:18][CH:17]=2)[CH2:10]1. (5) Given the reactants CC1C=CC(S([CH:11]2[CH:15]([C:16]3[CH:21]=[C:20]([C:22]([NH2:24])=[O:23])[CH:19]=[CH:18][N:17]=3)O[CH:13]=[N:12]2)(=O)=O)=CC=1.[NH3:25], predict the reaction product. The product is: [NH:12]1[CH:11]=[C:15]([C:16]2[CH:21]=[C:20]([C:22]([NH2:24])=[O:23])[CH:19]=[CH:18][N:17]=2)[N:25]=[CH:13]1. (6) Given the reactants [Cl:1][C:2]1[C:3]([CH3:58])=[C:4]([C:18]2[C:26]3[C:25]([O:27][C@H:28]([CH2:34][C:35]4[CH:40]=[CH:39][CH:38]=[CH:37][C:36]=4[O:41]C4CCCCO4)[C:29]([O:31][CH2:32][CH3:33])=[O:30])=[N:24][CH:23]=[N:22][C:21]=3[S:20][C:19]=2[C:48]2[CH:53]=[CH:52][C:51]([F:54])=[C:50]([CH2:55][O:56][CH3:57])[CH:49]=2)[CH:5]=[CH:6][C:7]=1[O:8][CH2:9][CH2:10][N:11]1[CH2:16][CH2:15][N:14]([CH3:17])[CH2:13][CH2:12]1.Cl.C([O-])(O)=O.[Na+], predict the reaction product. The product is: [Cl:1][C:2]1[C:3]([CH3:58])=[C:4]([C:18]2[C:26]3[C:25]([O:27][C@H:28]([CH2:34][C:35]4[CH:40]=[CH:39][CH:38]=[CH:37][C:36]=4[OH:41])[C:29]([O:31][CH2:32][CH3:33])=[O:30])=[N:24][CH:23]=[N:22][C:21]=3[S:20][C:19]=2[C:48]2[CH:53]=[CH:52][C:51]([F:54])=[C:50]([CH2:55][O:56][CH3:57])[CH:49]=2)[CH:5]=[CH:6][C:7]=1[O:8][CH2:9][CH2:10][N:11]1[CH2:16][CH2:15][N:14]([CH3:17])[CH2:13][CH2:12]1.